Task: Predict the reactants needed to synthesize the given product.. Dataset: Full USPTO retrosynthesis dataset with 1.9M reactions from patents (1976-2016) (1) Given the product [CH3:19][N:20]([CH3:36])[CH:21]1[CH2:25][CH2:24][N:23]([C:26]2[O:27][C:28]3[CH:34]=[CH:33][C:32]([NH:35][C:8](=[O:10])[CH:7]=[CH:6][C:5]4[CH:4]=[CH:3][C:2]([F:1])=[CH:12][CH:11]=4)=[CH:31][C:29]=3[N:30]=2)[CH2:22]1, predict the reactants needed to synthesize it. The reactants are: [F:1][C:2]1[CH:12]=[CH:11][C:5]([CH:6]=[CH:7][C:8]([OH:10])=O)=[CH:4][CH:3]=1.C(Cl)(=O)C(Cl)=O.[CH3:19][N:20]([CH3:36])[CH:21]1[CH2:25][CH2:24][N:23]([C:26]2[O:27][C:28]3[CH:34]=[CH:33][C:32]([NH2:35])=[CH:31][C:29]=3[N:30]=2)[CH2:22]1. (2) Given the product [CH2:1]([O:8][CH2:9][C:10]([NH:16][S:17]([C:19]([CH3:22])([CH3:21])[CH3:20])=[O:18])([CH3:15])[C:11]1[N:12]=[C:29]([CH3:30])[O:14][N:13]=1)[C:2]1[CH:7]=[CH:6][CH:5]=[CH:4][CH:3]=1, predict the reactants needed to synthesize it. The reactants are: [CH2:1]([O:8][CH2:9][C:10]([NH:16][S:17]([C:19]([CH3:22])([CH3:21])[CH3:20])=[O:18])([CH3:15])/[C:11](=[N:13]/[OH:14])/[NH2:12])[C:2]1[CH:7]=[CH:6][CH:5]=[CH:4][CH:3]=1.C(=O)([O-])[O-].[K+].[K+].[C:29](OC(=O)C)(=O)[CH3:30]. (3) The reactants are: [NH2:1][C:2]1[CH:7]=[CH:6][C:5]([C:8]2[CH:13]=[CH:12][C:11]([C:14]#[N:15])=[C:10]([F:16])[CH:9]=2)=[C:4]([Cl:17])[C:3]=1[N+:18]([O-])=O. Given the product [NH2:18][C:3]1[C:4]([Cl:17])=[C:5]([C:8]2[CH:13]=[CH:12][C:11]([C:14]#[N:15])=[C:10]([F:16])[CH:9]=2)[CH:6]=[CH:7][C:2]=1[NH2:1], predict the reactants needed to synthesize it. (4) Given the product [OH:6][C:7]1[CH:12]=[CH:11][CH:10]=[CH:9][C:8]=1[C:13]1[O:17][N:16]=[C:15]([CH2:18][CH2:19][CH2:20][CH2:21][C:22]([O:24][CH3:25])=[O:23])[N:14]=1, predict the reactants needed to synthesize it. The reactants are: B(Br)(Br)Br.C[O:6][C:7]1[CH:12]=[CH:11][CH:10]=[CH:9][C:8]=1[C:13]1[O:17][N:16]=[C:15]([CH2:18][CH2:19][CH2:20][CH2:21][C:22]([O:24][CH3:25])=[O:23])[N:14]=1.CO. (5) Given the product [F:11][C:10]1[CH:9]=[C:8]2[C:4]([C:5]([C:21]3[CH:22]=[N:23][N:24]([CH2:26][CH2:27][C:36]([NH2:38])=[O:37])[CH:25]=3)=[CH:6][N:7]2[S:12]([C:15]2[CH:16]=[CH:17][CH:18]=[CH:19][CH:20]=2)(=[O:14])=[O:13])=[CH:3][CH:2]=1, predict the reactants needed to synthesize it. The reactants are: F[C:2]1[CH:3]=[C:4]2[C:8](=[CH:9][C:10]=1[F:11])[N:7]([S:12]([C:15]1[CH:20]=[CH:19][CH:18]=[CH:17][CH:16]=1)(=[O:14])=[O:13])[CH:6]=[C:5]2[C:21]1[CH:22]=[N:23][N:24]([CH2:26][CH:27]2CCNCC2)[CH:25]=1.BrCC[C:36]([NH2:38])=[O:37].C([O-])([O-])=O.[K+].[K+].